This data is from NCI-60 drug combinations with 297,098 pairs across 59 cell lines. The task is: Regression. Given two drug SMILES strings and cell line genomic features, predict the synergy score measuring deviation from expected non-interaction effect. (1) Drug 1: COCCOC1=C(C=C2C(=C1)C(=NC=N2)NC3=CC=CC(=C3)C#C)OCCOC. Drug 2: C1CCC(C(C1)[NH-])[NH-].C(=O)(C(=O)[O-])[O-].[Pt+4]. Cell line: SW-620. Synergy scores: CSS=25.6, Synergy_ZIP=-4.29, Synergy_Bliss=-8.52, Synergy_Loewe=-11.8, Synergy_HSA=-7.71. (2) Drug 1: CC12CCC(CC1=CCC3C2CCC4(C3CC=C4C5=CN=CC=C5)C)O. Drug 2: C1=CC(=CC=C1CCCC(=O)O)N(CCCl)CCCl. Cell line: NCI-H522. Synergy scores: CSS=20.5, Synergy_ZIP=-6.59, Synergy_Bliss=-0.119, Synergy_Loewe=-0.935, Synergy_HSA=0.670. (3) Drug 1: C1CCC(C1)C(CC#N)N2C=C(C=N2)C3=C4C=CNC4=NC=N3. Drug 2: C1=NC2=C(N1)C(=S)N=C(N2)N. Cell line: PC-3. Synergy scores: CSS=18.5, Synergy_ZIP=-2.12, Synergy_Bliss=-1.30, Synergy_Loewe=-18.8, Synergy_HSA=-2.67. (4) Drug 1: CC1C(C(CC(O1)OC2CC(CC3=C2C(=C4C(=C3O)C(=O)C5=C(C4=O)C(=CC=C5)OC)O)(C(=O)CO)O)N)O.Cl. Drug 2: C(CC(=O)O)C(=O)CN.Cl. Cell line: KM12. Synergy scores: CSS=5.83, Synergy_ZIP=-2.62, Synergy_Bliss=-2.36, Synergy_Loewe=0.0884, Synergy_HSA=0.433.